From a dataset of Forward reaction prediction with 1.9M reactions from USPTO patents (1976-2016). Predict the product of the given reaction. (1) Given the reactants [CH:1]1[C:6]([NH2:7])=[CH:5][CH:4]=[C:3]([OH:8])[CH:2]=1.C(N(CC)CC)C.[Cl:16][C:17]1[CH:25]=[CH:24][CH:23]=[CH:22][C:18]=1[C:19](Cl)=[O:20], predict the reaction product. The product is: [Cl:16][C:17]1[CH:25]=[CH:24][CH:23]=[CH:22][C:18]=1[C:19]([NH:7][C:6]1[CH:5]=[CH:4][C:3]([OH:8])=[CH:2][CH:1]=1)=[O:20]. (2) Given the reactants [NH:1]([C:31]([O:33][CH2:34][C:35]1[CH:40]=[CH:39][CH:38]=[CH:37][CH:36]=1)=[O:32])[C@H:2]([C:6]([NH:8][C@H:9]([C:13]([N:15]([CH3:30])[C@H:16]([C:20]([N:22]1[CH2:29][CH2:28][CH2:27][C@H:23]1[C:24]([OH:26])=O)=[O:21])[CH:17]([CH3:19])[CH3:18])=[O:14])[CH:10]([CH3:12])[CH3:11])=[O:7])[CH:3]([CH3:5])[CH3:4].CN1CC[O:45][CH2:44]C1.C1C=C[C:51]2N(O)N=[N:54][C:52]=2[CH:53]=1.CCN=C=N[CH2:63][CH2:64][CH2:65][N:66]([CH3:68])C.Cl[CH2:70]Cl, predict the reaction product. The product is: [NH:1]([C:31]([O:33][CH2:34][C:35]1[CH:40]=[CH:39][CH:38]=[CH:37][CH:36]=1)=[O:32])[C@H:2]([C:6]([NH:8][C@H:9]([C:13]([N:15]([CH3:30])[C@H:16]([C:20]([N:22]1[CH2:29][CH2:28][CH2:27][C@H:23]1[C:24]([N:66]1[CH2:65][CH2:64][CH2:63][C@H:68]1[C:44]([NH:54][C:52]([CH3:51])([CH3:53])[CH3:70])=[O:45])=[O:26])=[O:21])[CH:17]([CH3:18])[CH3:19])=[O:14])[CH:10]([CH3:11])[CH3:12])=[O:7])[CH:3]([CH3:4])[CH3:5]. (3) Given the reactants [C:1]1([CH:7]([C:30]2[CH:35]=[CH:34][CH:33]=[CH:32][CH:31]=2)[C:8]2[S:12][C:11]([C:13]([NH:15][C@@H:16]([CH2:24][CH2:25][C:26]([O:28]C)=[O:27])[C:17]([O:19][C:20]([CH3:23])([CH3:22])[CH3:21])=[O:18])=[O:14])=[CH:10][CH:9]=2)[CH:6]=[CH:5][CH:4]=[CH:3][CH:2]=1, predict the reaction product. The product is: [C:20]([O:19][C:17](=[O:18])[C@@H:16]([NH:15][C:13]([C:11]1[S:12][C:8]([CH:7]([C:30]2[CH:31]=[CH:32][CH:33]=[CH:34][CH:35]=2)[C:1]2[CH:6]=[CH:5][CH:4]=[CH:3][CH:2]=2)=[CH:9][CH:10]=1)=[O:14])[CH2:24][CH2:25][C:26]([OH:28])=[O:27])([CH3:23])([CH3:21])[CH3:22].